Dataset: Reaction yield outcomes from USPTO patents with 853,638 reactions. Task: Predict the reaction yield, written as a fraction of the theoretical maximum amount of product (1.0 means a 100% yield; for example, 0.34 means a 34% yield). (1) The reactants are [C:1]([C:4]1[CH:16]=[C:15]([C:17]2[C:18]([CH3:23])=[N:19][O:20][C:21]=2[CH3:22])[CH:14]=[C:13]2[C:5]=1[C:6]1[CH:7]=[C:8]([C:24]([OH:26])=O)[CH:9]=[CH:10][C:11]=1[NH:12]2)(=[O:3])[NH2:2].CN(C(ON1N=NC2C=CC(=CC1=2)Cl)=[N+](C)C)C.F[P-](F)(F)(F)(F)F.[F:52][C:53]1([F:57])[CH2:56][NH:55][CH2:54]1.O. The catalyst is CN(C=O)C.CN(C1C=CN=CC=1)C. The product is [F:52][C:53]1([F:57])[CH2:56][N:55]([C:24]([C:8]2[CH:7]=[C:6]3[C:11](=[CH:10][CH:9]=2)[NH:12][C:13]2[CH:14]=[C:15]([C:17]4[C:18]([CH3:23])=[N:19][O:20][C:21]=4[CH3:22])[CH:16]=[C:4]([C:1]([NH2:2])=[O:3])[C:5]3=2)=[O:26])[CH2:54]1. The yield is 0.850. (2) The reactants are [N+]([C:4]1[CH:11]=[CH:10][CH:9]=[C:8]([N+:12]([O-:14])=[O:13])[C:5]=1[C:6]#[N:7])([O-])=O.[CH3:15][O:16][C:17]1[CH:24]=[CH:23][CH:22]=[CH:21][C:18]=1[CH2:19][OH:20]. No catalyst specified. The product is [N+:12]([C:8]1[CH:9]=[CH:10][CH:11]=[C:4]([O:20][CH2:19][C:18]2[CH:21]=[CH:22][CH:23]=[CH:24][C:17]=2[O:16][CH3:15])[C:5]=1[C:6]#[N:7])([O-:14])=[O:13]. The yield is 0.580. (3) The reactants are [H-].[Na+].[OH:3][C:4]1[CH:11]=[C:10]([OH:12])[CH:9]=[CH:8][C:5]=1[CH:6]=[O:7].[CH3:13][N:14]([CH3:18])[C:15](Cl)=[O:16]. The catalyst is O. The product is [CH3:13][N:14]([CH3:18])[C:15](=[O:16])[O:12][C:10]1[CH:9]=[CH:8][C:5]([CH:6]=[O:7])=[C:4]([OH:3])[CH:11]=1. The yield is 0.300.